This data is from Catalyst prediction with 721,799 reactions and 888 catalyst types from USPTO. The task is: Predict which catalyst facilitates the given reaction. (1) Reactant: [CH:1]1([C:7]2[C:12](=[O:13])[N:11]3[N:14]=[C:15]([C:17](O)=[O:18])[CH:16]=[C:10]3[NH:9][C:8]=2[C:20]2[O:21][CH:22]=[CH:23][CH:24]=2)[CH2:6][CH2:5][CH2:4][CH2:3][CH2:2]1.[CH:25]([N:28]([CH:31]([CH3:33])[CH3:32])CC)([CH3:27])[CH3:26].CN([C:37]1[CH:42]=[CH:41]C=CN=1)C.Cl.[CH3:44][O:45][C:46](=[O:59])[C@H:47](CC1C2C(=CC=CC=2)NC=1)[NH2:48].CN(C(ON1N=NC2C=CC=NC1=2)=[N+](C)C)C.F[P-](F)(F)(F)(F)F. Product: [CH3:44][O:45][C:46](=[O:59])[CH:47]([NH:48][C:17]([C:15]1[CH:16]=[C:10]2[NH:9][C:8]([C:20]3[O:21][CH:22]=[CH:23][CH:24]=3)=[C:7]([CH:1]3[CH2:6][CH2:5][CH2:4][CH2:3][CH2:2]3)[C:12](=[O:13])[N:11]2[N:14]=1)=[O:18])[CH2:33][C:31]1[NH:28][C:25]2[C:26]([CH:32]=1)=[CH:41][CH:42]=[CH:37][CH:27]=2. The catalyst class is: 42. (2) The catalyst class is: 10. Product: [F:29][C:30]1[C:40]([O:41][CH3:42])=[C:39]([N:24]2[CH2:23][C@@H:22]([NH:21][C@H:19]([C:13]3[CH:18]=[CH:17][CH:16]=[CH:15][CH:14]=3)[CH3:20])[C:26]3([CH2:28][CH2:27]3)[CH2:25]2)[C:38]([F:44])=[CH:37][C:31]=1[C:32]([O:34][CH2:35][CH3:36])=[O:33]. Reactant: C(=O)([O-])[O-].[K+].[K+].C(O)(=O)C(O)=O.[C:13]1([C@@H:19]([NH:21][C@H:22]2[C:26]3([CH2:28][CH2:27]3)[CH2:25][NH:24][CH2:23]2)[CH3:20])[CH:18]=[CH:17][CH:16]=[CH:15][CH:14]=1.[F:29][C:30]1[C:40]([O:41][CH3:42])=[C:39](F)[C:38]([F:44])=[CH:37][C:31]=1[C:32]([O:34][CH2:35][CH3:36])=[O:33]. (3) Reactant: [O:1]1[CH2:5]CCC1.[C:6]([O:10][C:11]([N:13]1[CH2:18][CH2:17][CH:16]([C:19]([OH:21])=O)[CH2:15][CH2:14]1)=[O:12])([CH3:9])([CH3:8])[CH3:7].[C:22](N1C=CN=C1)([N:24]1C=CN=C1)=O.C(N(CC)CC)C. Product: [C:6]([O:10][C:11]([N:13]1[CH2:14][CH2:15][CH:16]([C:19]([N:24]([O:1][CH3:5])[CH3:22])=[O:21])[CH2:17][CH2:18]1)=[O:12])([CH3:7])([CH3:8])[CH3:9]. The catalyst class is: 28. (4) Reactant: [S:1](=[O:5])(=O)([OH:3])[OH:2].[OH:6][C:7]1[CH:8]=[C:9]([CH:13]=[CH:14][CH:15]=1)[C:10]([OH:12])=[O:11].[OH-].[K+:17]. Product: [K+:17].[OH:6][C:7]1[CH:8]=[C:9]([CH:13]=[CH:14][C:15]=1[S:1]([OH:3])(=[O:5])=[O:2])[C:10]([O-:12])=[O:11]. The catalyst class is: 6. (5) Reactant: C(OC(=O)[NH:7][CH:8]1[CH2:12][CH:11]([C:13]2[N:17]3[C:18]4[CH:24]=[CH:23][N:22]([S:25]([C:28]5[CH:34]=[CH:33][C:31]([CH3:32])=[CH:30][CH:29]=5)(=[O:27])=[O:26])[C:19]=4[N:20]=[CH:21][C:16]3=[N:15][N:14]=2)[CH:10]([CH2:35][CH3:36])[CH2:9]1)(C)(C)C.Cl. Product: [CH2:35]([CH:10]1[CH:11]([C:13]2[N:17]3[C:18]4[CH:24]=[CH:23][N:22]([S:25]([C:28]5[CH:29]=[CH:30][C:31]([CH3:32])=[CH:33][CH:34]=5)(=[O:27])=[O:26])[C:19]=4[N:20]=[CH:21][C:16]3=[N:15][N:14]=2)[CH2:12][CH:8]([NH2:7])[CH2:9]1)[CH3:36]. The catalyst class is: 12. (6) Reactant: Br[C:2]1[CH:7]=[CH:6][N:5]2[C:8]([CH3:11])=[N:9][N:10]=[C:4]2[CH:3]=1.C(Cl)Cl.[B:15]1(B2OC(C)(C)C(C)(C)O2)[O:19]C(C)(C)C(C)(C)[O:16]1.CC([O-])=O.[K+]. Product: [CH3:11][C:8]1[N:5]2[CH:6]=[CH:7][C:2]([B:15]([OH:19])[OH:16])=[CH:3][C:4]2=[N:10][N:9]=1. The catalyst class is: 294. (7) The catalyst class is: 9. Product: [CH3:20][C:21]1[CH:26]=[CH:25][CH:24]=[CH:23][C:22]=1[O:27][CH2:2][C:3]1[CH:7]=[C:6]([CH2:8][NH:9][C:10](=[O:19])[C:11]2[CH:16]=[CH:15][C:14]([O:17][CH3:18])=[CH:13][CH:12]=2)[O:5][N:4]=1. Reactant: Cl[CH2:2][C:3]1[CH:7]=[C:6]([CH2:8][NH:9][C:10](=[O:19])[C:11]2[CH:16]=[CH:15][C:14]([O:17][CH3:18])=[CH:13][CH:12]=2)[O:5][N:4]=1.[CH3:20][C:21]1[CH:26]=[CH:25][CH:24]=[CH:23][C:22]=1[OH:27].C(=O)([O-])[O-].[K+].[K+].O. (8) Reactant: [Br:1][C:2]1[CH:9]=[CH:8][C:5]([CH:6]=[O:7])=[C:4]([CH3:10])[N:3]=1.CC(C)=[O:13].OS(O)(=O)=O.O=[Cr](=O)=O.C([O-])(O)=O.[Na+]. Product: [Br:1][C:2]1[CH:9]=[CH:8][C:5]([C:6]([OH:13])=[O:7])=[C:4]([CH3:10])[N:3]=1. The catalyst class is: 21. (9) Reactant: [C:1]1([CH3:13])[CH:6]=[CH:5][C:4]([C:7]2([C:10]([OH:12])=[O:11])[CH2:9][CH2:8]2)=[CH:3][CH:2]=1.O.[C:15]1(C)C=CC(S(O)(=O)=O)=CC=1. Product: [C:1]1([CH3:13])[CH:2]=[CH:3][C:4]([C:7]2([C:10]([O:12][CH3:15])=[O:11])[CH2:9][CH2:8]2)=[CH:5][CH:6]=1. The catalyst class is: 5.